This data is from Forward reaction prediction with 1.9M reactions from USPTO patents (1976-2016). The task is: Predict the product of the given reaction. (1) Given the reactants FC(F)(F)C(O)=O.C(OC([N:15]1[CH2:19][CH2:18][CH2:17][C@H:16]1[C:20]([N:22]1[CH2:26][CH2:25][C@@H:24]([F:27])[CH2:23]1)=[O:21])=O)(C)(C)C, predict the reaction product. The product is: [F:27][C@@H:24]1[CH2:25][CH2:26][N:22]([C:20]([C@@H:16]2[CH2:17][CH2:18][CH2:19][NH:15]2)=[O:21])[CH2:23]1. (2) Given the reactants C(OC(=O)[NH:7][CH2:8][C:9]#[C:10][CH2:11][NH:12][C:13](=[O:33])[CH2:14][CH2:15][CH2:16][CH2:17][CH:18]([C:26]1[CH:31]=[CH:30][C:29]([F:32])=[CH:28][CH:27]=1)[C:19]1[CH:24]=[CH:23][C:22]([F:25])=[CH:21][CH:20]=1)(C)(C)C.C(O)(C(F)(F)F)=O, predict the reaction product. The product is: [NH2:7][CH2:8][C:9]#[C:10][CH2:11][NH:12][C:13](=[O:33])[CH2:14][CH2:15][CH2:16][CH2:17][CH:18]([C:26]1[CH:31]=[CH:30][C:29]([F:32])=[CH:28][CH:27]=1)[C:19]1[CH:24]=[CH:23][C:22]([F:25])=[CH:21][CH:20]=1. (3) Given the reactants [NH2:1][C:2]1[C:6]2[C:7]([O:11][CH2:12][C:13]3[CH:18]=[CH:17][CH:16]=[CH:15][CH:14]=3)=[N:8][CH:9]=[CH:10][C:5]=2[N:4]([C:19]2([CH2:32][C:33]#[N:34])[CH2:24][CH2:23][N:22]([C:25]([O:27][C:28]([CH3:31])([CH3:30])[CH3:29])=[O:26])[CH2:21][CH2:20]2)[N:3]=1.Br[C:36]1[CH:41]=[CH:40][C:39]([S:42]([N:45]([CH3:47])[CH3:46])(=[O:44])=[O:43])=[CH:38][CH:37]=1.C(P(C(C)(C)C)C1C(C)=C(C)C(C)=C(C)C=1C1C(C(C)C)=CC(C(C)C)=CC=1C(C)C)(C)(C)C.[O-]P([O-])([O-])=O.[K+].[K+].[K+].C(O)(CC)(C)C, predict the reaction product. The product is: [CH2:12]([O:11][C:7]1[C:6]2[C:2]([NH:1][C:36]3[CH:37]=[CH:38][C:39]([S:42](=[O:43])(=[O:44])[N:45]([CH3:46])[CH3:47])=[CH:40][CH:41]=3)=[N:3][N:4]([C:19]3([CH2:32][C:33]#[N:34])[CH2:24][CH2:23][N:22]([C:25]([O:27][C:28]([CH3:29])([CH3:30])[CH3:31])=[O:26])[CH2:21][CH2:20]3)[C:5]=2[CH:10]=[CH:9][N:8]=1)[C:13]1[CH:14]=[CH:15][CH:16]=[CH:17][CH:18]=1. (4) Given the reactants [CH2:1]=O.[NH:3]1[CH2:8][CH2:7][O:6][CH2:5][CH2:4]1.C[Si]([N:13]=[N+:14]=[N-:15])(C)C.[F:16][C:17]([F:27])([F:26])[C:18]1[CH:23]=[CH:22][C:21]([N+:24]#[C-:25])=[CH:20][CH:19]=1, predict the reaction product. The product is: [F:16][C:17]([F:26])([F:27])[C:18]1[CH:19]=[CH:20][C:21]([N:24]2[C:25]([CH2:1][N:3]3[CH2:8][CH2:7][O:6][CH2:5][CH2:4]3)=[N:15][N:14]=[N:13]2)=[CH:22][CH:23]=1. (5) Given the reactants Br[C:2]1[CH:15]=[C:14]([CH3:16])[C:5]([O:6][Si:7]([C:10]([CH3:13])([CH3:12])[CH3:11])([CH3:9])[CH3:8])=[C:4]([CH3:17])[CH:3]=1.C([Li])CCC.CCCCCC.[NH:29]1[C:39]2[C:34](=[CH:35][CH:36]=[CH:37][CH:38]=2)[C:32](=[O:33])[C:30]1=[O:31].[NH4+].[Cl-], predict the reaction product. The product is: [C:10]([Si:7]([CH3:9])([CH3:8])[O:6][C:5]1[C:14]([CH3:16])=[CH:15][C:2]([C:32]2([OH:33])[C:34]3[C:39](=[CH:38][CH:37]=[CH:36][CH:35]=3)[NH:29][C:30]2=[O:31])=[CH:3][C:4]=1[CH3:17])([CH3:13])([CH3:12])[CH3:11]. (6) The product is: [CH2:15]([O:14][C:12]1[CH:11]=[C:10]2[C:5]([CH:6]=[CH:7][C:8](=[O:22])[NH:9]2)=[C:4]([C:1](=[O:3])[CH2:2][Cl:26])[CH:13]=1)[C:16]1[CH:21]=[CH:20][CH:19]=[CH:18][CH:17]=1. Given the reactants [C:1]([C:4]1[CH:13]=[C:12]([O:14][CH2:15][C:16]2[CH:21]=[CH:20][CH:19]=[CH:18][CH:17]=2)[CH:11]=[C:10]2[C:5]=1[CH:6]=[CH:7][C:8](=[O:22])[NH:9]2)(=[O:3])[CH3:2].I([Cl:26])(=O)=O.I(Cl)(=O)=O.C([N+](C)(C)C)C1C=CC=CC=1.ClC(Cl)C.C(=O)([O-])[O-].[Na+].[Na+].S([O-])([O-])=O.[Na+].[Na+], predict the reaction product.